Dataset: Full USPTO retrosynthesis dataset with 1.9M reactions from patents (1976-2016). Task: Predict the reactants needed to synthesize the given product. The reactants are: [CH3:1][O:2][C:3]1[CH:8]=[CH:7][C:6]([N+:9]([O-:11])=[O:10])=[CH:5][C:4]=1[N:12]=[C:13]=S.C(N(CC)CC)C.[NH2:22][CH:23]([C:35]1[CH:40]=[CH:39][CH:38]=[CH:37][CH:36]=1)[C:24]([NH:26][C:27]1[CH:32]=[CH:31][C:30]([CH3:33])=[C:29]([CH3:34])[CH:28]=1)=[O:25].C([O:43]C(=O)C)C. Given the product [CH3:1][O:2][C:3]1[CH:8]=[CH:7][C:6]([N+:9]([O-:11])=[O:10])=[CH:5][C:4]=1[NH:12][C:13](=[O:43])[NH:22][C@H:23]([C:35]1[CH:40]=[CH:39][CH:38]=[CH:37][CH:36]=1)[C:24]([NH:26][C:27]1[CH:32]=[CH:31][C:30]([CH3:33])=[C:29]([CH3:34])[CH:28]=1)=[O:25], predict the reactants needed to synthesize it.